The task is: Predict the product of the given reaction.. This data is from Forward reaction prediction with 1.9M reactions from USPTO patents (1976-2016). (1) Given the reactants [OH-].[K+].[C:3]([O:7][C:8](=[O:24])[CH2:9][N:10]=C(C1C=CC=CC=1)C1C=CC=CC=1)([CH3:6])([CH3:5])[CH3:4].[Br:25][C:26]1[CH:31]=[CH:30][CH:29]=[CH:28][C:27]=1[CH2:32][CH2:33][CH2:34]Br.Cl.C(=O)(O)[O-].[Na+], predict the reaction product. The product is: [NH2:10][CH:9]([CH2:34][CH2:33][CH2:32][C:27]1[CH:28]=[CH:29][CH:30]=[CH:31][C:26]=1[Br:25])[C:8]([O:7][C:3]([CH3:6])([CH3:5])[CH3:4])=[O:24]. (2) Given the reactants [OH:1][C:2]1[C:6]([CH3:8])([CH3:7])[O:5][C:4](=[O:9])[CH:3]=1.C(N(CC)CC)C.[O:17](S(C(F)(F)F)(=O)=O)[S:18]([C:21]([F:24])([F:23])[F:22])(=O)=[O:19], predict the reaction product. The product is: [F:22][C:21]([F:24])([F:23])[S:18]([O:1][C:2]1[C:6]([CH3:8])([CH3:7])[O:5][C:4](=[O:9])[CH:3]=1)(=[O:19])=[O:17]. (3) Given the reactants C(OC(=O)[NH:7][C:8]1[CH:9]=[N:10][C:11]2[C:16]([CH:17]=1)=[CH:15][C:14]([F:18])=[CH:13][CH:12]=2)(C)(C)C.FC(F)(F)C(O)=O.O, predict the reaction product. The product is: [F:18][C:14]1[CH:15]=[C:16]2[C:11](=[CH:12][CH:13]=1)[N:10]=[CH:9][C:8]([NH2:7])=[CH:17]2. (4) The product is: [Cl:10][C:11]1[N:16]=[C:15]([NH:9][C:4]2[CH:3]=[C:2]([CH3:1])[CH:7]=[C:6]([CH3:8])[N:5]=2)[C:14]([Cl:18])=[CH:13][N:12]=1. Given the reactants [CH3:1][C:2]1[CH:7]=[C:6]([CH3:8])[N:5]=[C:4]([NH2:9])[CH:3]=1.[Cl:10][C:11]1[N:16]=[C:15](Cl)[C:14]([Cl:18])=[CH:13][N:12]=1.[I-].[K+], predict the reaction product.